This data is from TCR-epitope binding with 47,182 pairs between 192 epitopes and 23,139 TCRs. The task is: Binary Classification. Given a T-cell receptor sequence (or CDR3 region) and an epitope sequence, predict whether binding occurs between them. The epitope is VVYRGTTTY. The TCR CDR3 sequence is CARADRIYEQYF. Result: 1 (the TCR binds to the epitope).